Dataset: Full USPTO retrosynthesis dataset with 1.9M reactions from patents (1976-2016). Task: Predict the reactants needed to synthesize the given product. (1) Given the product [CH3:1][O:2][C:3]1[CH:4]=[CH:5][C:6]2[C:14]3[C:10](=[C:11]([C:15]([O:17][CH3:18])=[O:16])[NH:12][N:13]=3)[CH:9]=[C:8]([CH3:19])[C:7]=2[CH:20]=1, predict the reactants needed to synthesize it. The reactants are: [CH3:1][O:2][C:3]1[CH:4]=[CH:5][C:6]2[C:14]3[C:10](=[C:11]([C:15]([O:17][CH3:18])=[O:16])[NH:12][N:13]=3)[CH2:9][CH:8]([CH3:19])[C:7]=2[CH:20]=1. (2) Given the product [C:2]1([CH2:1][C:8]([C:13]2[CH:14]=[CH:15][C:16]([C:17]3([NH:18][C:28](=[O:29])[O:30][C:31]([CH3:34])([CH3:33])[CH3:32])[CH2:22][CH2:21]3)=[CH:19][CH:20]=2)=[O:12])[CH:3]=[CH:4][CH:5]=[CH:6][CH:7]=1, predict the reactants needed to synthesize it. The reactants are: [CH2:1]([C:8]1([C:13]2[CH:20]=[CH:19][C:16]([C:17]#[N:18])=[CH:15][CH:14]=2)[O:12]CCO1)[C:2]1[CH:7]=[CH:6][CH:5]=[CH:4][CH:3]=1.[CH2:21]([Mg]Br)[CH3:22].C(#N)C.[C:28](O[C:28]([O:30][C:31]([CH3:34])([CH3:33])[CH3:32])=[O:29])([O:30][C:31]([CH3:34])([CH3:33])[CH3:32])=[O:29]. (3) Given the product [CH3:1][N:2]([CH3:3])[C:22](=[O:28])[CH2:23][CH2:24][C:25]#[CH:26], predict the reactants needed to synthesize it. The reactants are: [CH3:1][NH:2][CH3:3].C(N(CC)CC)C.CN(C)CCCN=C=NCC.[C:22]([OH:28])(=O)[CH2:23][CH2:24][C:25]#[CH:26].